Dataset: Forward reaction prediction with 1.9M reactions from USPTO patents (1976-2016). Task: Predict the product of the given reaction. (1) Given the reactants [C:1]([OH:4])(=[O:3])[CH3:2].[F-].[K+].[NH:7]([C:28]([O:30][CH2:31][C:32]1[CH:37]=[CH:36][CH:35]=[CH:34][CH:33]=1)=[O:29])[C@H:8]([C:10]([NH:12][C@H:13]([C:17]([N:19]1[CH2:27][CH2:26][CH2:25][C@H:20]1[C:21]([CH2:23]Br)=[O:22])=[O:18])[CH:14]([CH3:16])[CH3:15])=[O:11])[CH3:9], predict the reaction product. The product is: [NH:7]([C:28]([O:30][CH2:31][C:32]1[CH:33]=[CH:34][CH:35]=[CH:36][CH:37]=1)=[O:29])[C@H:8]([C:10]([NH:12][C@H:13]([C:17]([N:19]1[CH2:27][CH2:26][CH2:25][C@H:20]1[C:21]([CH2:23][O:3][C:1]([CH3:2])=[O:4])=[O:22])=[O:18])[CH:14]([CH3:15])[CH3:16])=[O:11])[CH3:9]. (2) The product is: [CH3:9][Si:10]([C:13]#[C:14][C:2]1[C:3]([NH2:8])=[N:4][CH:5]=[CH:6][CH:7]=1)([CH3:12])[CH3:11]. Given the reactants I[C:2]1[C:3]([NH2:8])=[N:4][CH:5]=[CH:6][CH:7]=1.[CH3:9][Si:10]([C:13]#[CH:14])([CH3:12])[CH3:11].C(N(CC)C(C)C)(C)C.CN1C(=O)CCC1, predict the reaction product. (3) Given the reactants [BH4-].[Na+].[C:3]12[C:10]3=[CH:11][CH:12]=[CH:13][CH:14]=[C:9]3[C:8](=O)[O:7][C:5](=[O:6])[C:4]1=[CH:16][CH:17]=[CH:18][CH:19]=2.Cl, predict the reaction product. The product is: [CH:19]1[C:3]2[C:10]3[CH:11]=[CH:12][CH:13]=[CH:14][C:9]=3[CH2:8][O:7][C:5](=[O:6])[C:4]=2[CH:16]=[CH:17][CH:18]=1. (4) Given the reactants [CH2:1]([NH:17][S:18]([C:21]1[CH:26]=[CH:25][C:24]([O:27][CH3:28])=[C:23]([O:29][CH3:30])[CH:22]=1)(=[O:20])=[O:19])[CH2:2][NH:3][S:4]([C:7]1[CH:12]=[CH:11][C:10]([O:13][CH3:14])=[C:9]([O:15][CH3:16])[CH:8]=1)(=[O:6])=[O:5].C[O:32][C:33]1[CH:34]=C(S(Cl)(=O)=O)C=C[C:38]=1OC.C(NCCNC(C)C)(C)C.NCCN, predict the reaction product. The product is: [CH3:16][O:15][C:9]1[CH:8]=[C:7]([S:4]([N:3]2[CH2:34][C:33](=[O:32])[CH2:38][N:17]([S:18]([C:21]3[CH:26]=[CH:25][C:24]([O:27][CH3:28])=[C:23]([O:29][CH3:30])[CH:22]=3)(=[O:20])=[O:19])[CH2:1][CH2:2]2)(=[O:6])=[O:5])[CH:12]=[CH:11][C:10]=1[O:13][CH3:14]. (5) Given the reactants [N:1]1([C:7]2[CH:12]=[CH:11][C:10]([N:13]3[CH:18]=[CH:17][C:16]4[O:19][CH:20]=[CH:21][C:15]=4[C:14]3=[O:22])=[CH:9][CH:8]=2)[CH2:6][CH2:5][NH:4][CH2:3][CH2:2]1.CC1C=CC(S(O[CH2:34][CH2:35][CH2:36][CH2:37][C:38]2[C:46]3[C:41](=[CH:42][CH:43]=[C:44]([F:47])[CH:45]=3)[NH:40][CH:39]=2)(=O)=O)=CC=1.C(=O)([O-])[O-].[K+].[K+].[I-].[K+], predict the reaction product. The product is: [F:47][C:44]1[CH:45]=[C:46]2[C:41](=[CH:42][CH:43]=1)[NH:40][CH:39]=[C:38]2[CH2:37][CH2:36][CH2:35][CH2:34][N:4]1[CH2:5][CH2:6][N:1]([C:7]2[CH:12]=[CH:11][C:10]([N:13]3[CH:18]=[CH:17][C:16]4[O:19][CH:20]=[CH:21][C:15]=4[C:14]3=[O:22])=[CH:9][CH:8]=2)[CH2:2][CH2:3]1. (6) Given the reactants Cl.Cl.[Cl:3][C:4]1[CH:5]=[C:6]([C:36]2[CH:41]=[CH:40][C:39]([C:42]([F:45])([F:44])[F:43])=[CH:38][CH:37]=2)[CH:7]=[CH:8][C:9]=1[CH2:10][O:11][C:12]1[CH:17]=[CH:16][CH:15]=[CH:14][C:13]=1[CH2:18][CH2:19][NH:20][CH:21]1[CH2:30][CH2:29][CH2:28][C:27]2[N:26]=[C:25]([C:31]([O:33][CH2:34][CH3:35])=[O:32])[CH:24]=[CH:23][C:22]1=2.C(N(CC)CC)C, predict the reaction product. The product is: [Cl:3][C:4]1[CH:5]=[C:6]([C:36]2[CH:37]=[CH:38][C:39]([C:42]([F:45])([F:43])[F:44])=[CH:40][CH:41]=2)[CH:7]=[CH:8][C:9]=1[CH2:10][O:11][C:12]1[CH:17]=[CH:16][CH:15]=[CH:14][C:13]=1[CH2:18][CH2:19][NH:20][CH:21]1[CH2:30][CH2:29][CH2:28][C:27]2[N:26]=[C:25]([C:31]([O:33][CH2:34][CH3:35])=[O:32])[CH:24]=[CH:23][C:22]1=2.